This data is from Catalyst prediction with 721,799 reactions and 888 catalyst types from USPTO. The task is: Predict which catalyst facilitates the given reaction. (1) Reactant: C[O:2][C:3](=[O:28])[CH2:4][C@@H:5]([C:9]1[CH:14]=[CH:13][C:12]([O:15][CH2:16][C:17]2[CH2:18][C:19]3([CH2:27][CH2:26][CH2:25][CH2:24][CH2:23]3)[CH2:20][CH2:21][CH:22]=2)=[CH:11][CH:10]=1)[C:6]#[C:7][CH3:8].O1CCCC1.[OH-].[Na+].Cl. Product: [CH2:18]1[C:19]2([CH2:23][CH2:24][CH2:25][CH2:26][CH2:27]2)[CH2:20][CH2:21][CH:22]=[C:17]1[CH2:16][O:15][C:12]1[CH:13]=[CH:14][C:9]([C@@H:5]([C:6]#[C:7][CH3:8])[CH2:4][C:3]([OH:28])=[O:2])=[CH:10][CH:11]=1. The catalyst class is: 5. (2) Product: [Cl:1][C:2]1[C:14]([Cl:15])=[CH:13][C:5]2[O:6][CH:7]([C:10]([N:25]3[CH2:26][CH2:27][N:22]([CH2:21][C:20]4[CH:29]=[CH:30][C:17]([F:16])=[CH:18][CH:19]=4)[CH2:23][C@H:24]3[CH3:28])=[O:12])[CH2:8][O:9][C:4]=2[CH:3]=1. The catalyst class is: 46. Reactant: [Cl:1][C:2]1[C:14]([Cl:15])=[CH:13][C:5]2[O:6][CH:7]([C:10]([OH:12])=O)[CH2:8][O:9][C:4]=2[CH:3]=1.[F:16][C:17]1[CH:30]=[CH:29][C:20]([CH2:21][N:22]2[CH2:27][CH2:26][NH:25][C@H:24]([CH3:28])[CH2:23]2)=[CH:19][CH:18]=1.CCN=C=NCCCN(C)C.C1C=CC2N(O)N=NC=2C=1.CCN(C(C)C)C(C)C. (3) The catalyst class is: 3. Product: [Br:1][C:2]1[CH:7]=[CH:6][C:5]([NH:8][CH2:12][C:13]2[CH:18]=[CH:17][C:16]([O:19][CH3:20])=[CH:15][CH:14]=2)=[C:4]([Cl:9])[C:3]=1[Cl:10]. Reactant: [Br:1][C:2]1[CH:7]=[CH:6][C:5]([NH2:8])=[C:4]([Cl:9])[C:3]=1[Cl:10].Cl[CH2:12][C:13]1[CH:18]=[CH:17][C:16]([O:19][CH3:20])=[CH:15][CH:14]=1.[I-].[K+].[H-].[Na+]. (4) Reactant: [Br:1][C:2]1[C:3]([F:12])=[CH:4][C:5]([O:10][CH3:11])=[C:6]([CH2:8][OH:9])[CH:7]=1. Product: [Br:1][C:2]1[C:3]([F:12])=[CH:4][C:5]([O:10][CH3:11])=[C:6]([CH:7]=1)[CH:8]=[O:9]. The catalyst class is: 661. (5) Reactant: I[C:2]1[O:3][C:4]([C:7]2[CH:8]=[C:9]3[C:13](=[CH:14][CH:15]=2)[NH:12][N:11]=[C:10]3[CH3:16])=[CH:5][N:6]=1.[CH3:17][O:18][C:19]1[CH:24]=[CH:23][C:22]([CH2:25][NH2:26])=[CH:21][CH:20]=1. The catalyst class is: 37. Product: [CH3:17][O:18][C:19]1[CH:24]=[CH:23][C:22]([CH2:25][NH:26][C:2]2[O:3][C:4]([C:7]3[CH:8]=[C:9]4[C:13](=[CH:14][CH:15]=3)[NH:12][N:11]=[C:10]4[CH3:16])=[CH:5][N:6]=2)=[CH:21][CH:20]=1. (6) Reactant: Br[C:2]1[CH:7]=[CH:6][N:5]=[C:4]([C:8]#[N:9])[CH:3]=1.C1(P(C2C=CC=CC=2)C2C=CC=CC=2)C=CC=CC=1.[CH3:29][Si:30]([C:33]#[CH:34])([CH3:32])[CH3:31]. Product: [CH3:29][Si:30]([C:33]#[C:34][C:2]1[CH:7]=[CH:6][N:5]=[C:4]([C:8]#[N:9])[CH:3]=1)([CH3:32])[CH3:31]. The catalyst class is: 540. (7) Reactant: C([BH3-])#N.[Na+].[Br:5][C:6]1[CH:7]=[C:8]([CH:11]=O)[S:9][CH:10]=1.[NH:13]1[CH2:18][CH2:17][O:16][CH2:15][CH2:14]1.C(=O)(O)[O-].[Na+]. Product: [Br:5][C:6]1[CH:7]=[C:8]([CH2:11][N:13]2[CH2:18][CH2:17][O:16][CH2:15][CH2:14]2)[S:9][CH:10]=1. The catalyst class is: 212.